Dataset: NCI-60 drug combinations with 297,098 pairs across 59 cell lines. Task: Regression. Given two drug SMILES strings and cell line genomic features, predict the synergy score measuring deviation from expected non-interaction effect. (1) Drug 1: CN1CCC(CC1)COC2=C(C=C3C(=C2)N=CN=C3NC4=C(C=C(C=C4)Br)F)OC. Drug 2: CC1CCC2CC(C(=CC=CC=CC(CC(C(=O)C(C(C(=CC(C(=O)CC(OC(=O)C3CCCCN3C(=O)C(=O)C1(O2)O)C(C)CC4CCC(C(C4)OC)O)C)C)O)OC)C)C)C)OC. Cell line: SNB-75. Synergy scores: CSS=18.7, Synergy_ZIP=-1.13, Synergy_Bliss=2.73, Synergy_Loewe=2.94, Synergy_HSA=5.34. (2) Drug 1: CC1=CC=C(C=C1)C2=CC(=NN2C3=CC=C(C=C3)S(=O)(=O)N)C(F)(F)F. Drug 2: CC1CCCC2(C(O2)CC(NC(=O)CC(C(C(=O)C(C1O)C)(C)C)O)C(=CC3=CSC(=N3)C)C)C. Cell line: MALME-3M. Synergy scores: CSS=22.3, Synergy_ZIP=0.383, Synergy_Bliss=-1.29, Synergy_Loewe=-9.68, Synergy_HSA=-0.758. (3) Cell line: UO-31. Drug 1: CC1C(C(CC(O1)OC2CC(CC3=C2C(=C4C(=C3O)C(=O)C5=C(C4=O)C(=CC=C5)OC)O)(C(=O)CO)O)N)O.Cl. Drug 2: CC1C(C(CC(O1)OC2CC(CC3=C2C(=C4C(=C3O)C(=O)C5=C(C4=O)C(=CC=C5)OC)O)(C(=O)C)O)N)O.Cl. Synergy scores: CSS=7.65, Synergy_ZIP=-1.29, Synergy_Bliss=3.19, Synergy_Loewe=-4.22, Synergy_HSA=0.0190. (4) Drug 1: C1=C(C(=O)NC(=O)N1)N(CCCl)CCCl. Drug 2: CCC1=C2CN3C(=CC4=C(C3=O)COC(=O)C4(CC)O)C2=NC5=C1C=C(C=C5)O. Cell line: RXF 393. Synergy scores: CSS=20.5, Synergy_ZIP=-8.22, Synergy_Bliss=-8.49, Synergy_Loewe=-7.65, Synergy_HSA=-2.37. (5) Drug 1: C1=CC(=CC=C1CCC2=CNC3=C2C(=O)NC(=N3)N)C(=O)NC(CCC(=O)O)C(=O)O. Drug 2: CC(C)NC(=O)C1=CC=C(C=C1)CNNC.Cl. Cell line: CCRF-CEM. Synergy scores: CSS=43.5, Synergy_ZIP=2.46, Synergy_Bliss=0.916, Synergy_Loewe=-17.4, Synergy_HSA=-2.28. (6) Drug 1: CC1=C(C(=CC=C1)Cl)NC(=O)C2=CN=C(S2)NC3=CC(=NC(=N3)C)N4CCN(CC4)CCO. Cell line: OVCAR3. Synergy scores: CSS=33.5, Synergy_ZIP=9.36, Synergy_Bliss=9.55, Synergy_Loewe=-6.69, Synergy_HSA=-0.0833. Drug 2: C1=NC2=C(N1)C(=S)N=CN2. (7) Drug 1: C1CCC(CC1)NC(=O)N(CCCl)N=O. Cell line: COLO 205. Drug 2: C1CC(C1)(C(=O)O)C(=O)O.[NH2-].[NH2-].[Pt+2]. Synergy scores: CSS=34.1, Synergy_ZIP=-3.35, Synergy_Bliss=3.35, Synergy_Loewe=1.39, Synergy_HSA=4.77. (8) Drug 1: CC=C1C(=O)NC(C(=O)OC2CC(=O)NC(C(=O)NC(CSSCCC=C2)C(=O)N1)C(C)C)C(C)C. Drug 2: CS(=O)(=O)OCCCCOS(=O)(=O)C. Cell line: UO-31. Synergy scores: CSS=14.6, Synergy_ZIP=-3.94, Synergy_Bliss=0.284, Synergy_Loewe=2.81, Synergy_HSA=3.44. (9) Drug 1: C1CC2CC3=C(CC1C24CN(S(=O)(=O)N4)CC(F)(F)F)C=CC(=C3)C=CCN5CCC(CC5)C(F)(F)F. Drug 2: C1=CC=C(C=C1)NC(=O)CCCCCCC(=O)NO. Cell line: SW-620. Synergy scores: CSS=45.1, Synergy_ZIP=4.57, Synergy_Bliss=4.09, Synergy_Loewe=-16.0, Synergy_HSA=3.21.